From a dataset of Catalyst prediction with 721,799 reactions and 888 catalyst types from USPTO. Predict which catalyst facilitates the given reaction. (1) Reactant: [Cl:1][C:2]1[CH:24]=[C:23]([Cl:25])[CH:22]=[CH:21][C:3]=1[O:4][C:5]1[C:10](/[CH:11]=[CH:12]/[C:13]([O:15][CH2:16][CH3:17])=[O:14])=[CH:9][N:8]=[C:7]([CH:18]([CH3:20])[CH3:19])[N:6]=1. Product: [Cl:1][C:2]1[CH:24]=[C:23]([Cl:25])[CH:22]=[CH:21][C:3]=1[O:4][C:5]1[C:10]([CH2:11][CH2:12][C:13]([O:15][CH2:16][CH3:17])=[O:14])=[CH:9][N:8]=[C:7]([CH:18]([CH3:20])[CH3:19])[N:6]=1. The catalyst class is: 457. (2) Reactant: [O:1]([CH2:8][C:9]([N:11]1[CH2:16][CH2:15][CH2:14][CH2:13][C@@H:12]1[C:17]1[O:21][N:20]=[C:19]([C:22]2[CH:30]=[CH:29][C:25]([C:26](O)=[O:27])=[CH:24][CH:23]=2)[N:18]=1)=[O:10])[C:2]1[CH:7]=[CH:6][CH:5]=[CH:4][CH:3]=1.CN(C(ON1N=NC2C=CC=CC1=2)=[N+](C)C)C.[B-](F)(F)(F)F.CCN(C(C)C)C(C)C.[NH:62]1[CH2:67][CH2:66][O:65][CH2:64][CH2:63]1. Product: [N:62]1([C:26]([C:25]2[CH:24]=[CH:23][C:22]([C:19]3[N:18]=[C:17]([C@H:12]4[CH2:13][CH2:14][CH2:15][CH2:16][N:11]4[C:9](=[O:10])[CH2:8][O:1][C:2]4[CH:7]=[CH:6][CH:5]=[CH:4][CH:3]=4)[O:21][N:20]=3)=[CH:30][CH:29]=2)=[O:27])[CH2:67][CH2:66][O:65][CH2:64][CH2:63]1. The catalyst class is: 3. (3) Reactant: [CH3:1][O:2][C:3]([CH2:5][O:6][C:7](=[O:15])[C:8]1[CH:13]=[CH:12][C:11]([NH2:14])=[CH:10][CH:9]=1)=[O:4].C(N(CC)CC)C.Cl[C:24](Cl)([O:26]C(=O)OC(Cl)(Cl)Cl)Cl. Product: [CH3:1][O:2][C:3]([CH2:5][O:6][C:7](=[O:15])[C:8]1[CH:9]=[CH:10][C:11]([N:14]=[C:24]=[O:26])=[CH:12][CH:13]=1)=[O:4]. The catalyst class is: 11.